From a dataset of Catalyst prediction with 721,799 reactions and 888 catalyst types from USPTO. Predict which catalyst facilitates the given reaction. (1) The catalyst class is: 9. Reactant: [CH2:1]([C:3]1[CH:4]=[C:5]([OH:26])[CH:6]=[C:7]([CH3:25])[C:8]=1[O:9][CH2:10][CH2:11][CH2:12][CH2:13][O:14][C:15]1[CH:20]=[CH:19][C:18]([C:21]([F:24])([F:23])[F:22])=[CH:17][N:16]=1)[CH3:2].C(=O)([O-])[O-].[K+].[K+].[Cl:33][C:34]([Cl:38])=[CH:35][CH2:36]Cl. Product: [CH2:1]([C:3]1[CH:4]=[C:5]([O:26][CH2:36][CH:35]=[C:34]([Cl:38])[Cl:33])[CH:6]=[C:7]([CH3:25])[C:8]=1[O:9][CH2:10][CH2:11][CH2:12][CH2:13][O:14][C:15]1[CH:20]=[CH:19][C:18]([C:21]([F:22])([F:23])[F:24])=[CH:17][N:16]=1)[CH3:2]. (2) Reactant: Cl[CH2:2][C:3]([NH:5][C:6]1[CH:16]=[CH:15][C:9]2[NH:10][C:11](=[O:14])[CH2:12][O:13][C:8]=2[CH:7]=1)=[O:4].[F:17][C:18]1[CH:30]=[CH:29][C:21]([CH2:22][CH:23]2[CH2:28][CH2:27][NH:26][CH2:25][CH2:24]2)=[CH:20][CH:19]=1. Product: [F:17][C:18]1[CH:19]=[CH:20][C:21]([CH2:22][CH:23]2[CH2:24][CH2:25][N:26]([CH2:2][C:3]([NH:5][C:6]3[CH:16]=[CH:15][C:9]4[NH:10][C:11](=[O:14])[CH2:12][O:13][C:8]=4[CH:7]=3)=[O:4])[CH2:27][CH2:28]2)=[CH:29][CH:30]=1. The catalyst class is: 27. (3) Reactant: [Br:1][C:2]1[CH:3]=[C:4]([CH:8]([NH:13][C:14]([C:16]2[CH:17]=[N:18][N:19]([C:22]3[CH:27]=[CH:26][C:25]([Cl:28])=[C:24]([Cl:29])[CH:23]=3)[C:20]=2[CH3:21])=[O:15])[CH2:9][C:10](Cl)=[O:11])[CH:5]=[CH:6][CH:7]=1.[CH2:30]([NH:32][CH2:33][CH3:34])[CH3:31]. Product: [Br:1][C:2]1[CH:3]=[C:4]([CH:8]([NH:13][C:14]([C:16]2[CH:17]=[N:18][N:19]([C:22]3[CH:27]=[CH:26][C:25]([Cl:28])=[C:24]([Cl:29])[CH:23]=3)[C:20]=2[CH3:21])=[O:15])[CH2:9][C:10](=[O:11])[N:32]([CH2:33][CH3:34])[CH2:30][CH3:31])[CH:5]=[CH:6][CH:7]=1. The catalyst class is: 26. (4) Reactant: C[Si](C=[N+:6]=[N-:7])(C)C.[N+:8]([C:11]1[CH:16]=[CH:15][C:14]([CH2:17][CH2:18][C:19]([OH:21])=O)=[CH:13][CH:12]=1)([O-:10])=[O:9]. Product: [N+:8]([C:11]1[CH:16]=[CH:15][C:14]([CH2:17][CH2:18][C:19]([NH:6][NH2:7])=[O:21])=[CH:13][CH:12]=1)([O-:10])=[O:9]. The catalyst class is: 5.